Task: Regression. Given a peptide amino acid sequence and an MHC pseudo amino acid sequence, predict their binding affinity value. This is MHC class II binding data.. Dataset: Peptide-MHC class II binding affinity with 134,281 pairs from IEDB (1) The peptide sequence is KTLEAAFTVSSKRNL. The MHC is HLA-DQA10101-DQB10501 with pseudo-sequence HLA-DQA10101-DQB10501. The binding affinity (normalized) is 0.231. (2) The peptide sequence is IPLMYKGLPWNVVRI. The MHC is DRB1_1101 with pseudo-sequence DRB1_1101. The binding affinity (normalized) is 0.625. (3) The peptide sequence is YDVPDYASLRSLVAS. The MHC is DRB1_0405 with pseudo-sequence DRB1_0405. The binding affinity (normalized) is 0.357. (4) The peptide sequence is IAIAFLSVSNNYEYI. The MHC is DRB1_0901 with pseudo-sequence DRB1_0901. The binding affinity (normalized) is 0.861. (5) The peptide sequence is FRHLAREKNPRLCTK. The MHC is HLA-DQA10501-DQB10303 with pseudo-sequence HLA-DQA10501-DQB10303. The binding affinity (normalized) is 0. (6) The peptide sequence is LVKFVAGDGDVVAVD. The MHC is HLA-DQA10101-DQB10501 with pseudo-sequence HLA-DQA10101-DQB10501. The binding affinity (normalized) is 0.335. (7) The peptide sequence is AAKMMGVPLQCSAYA. The MHC is HLA-DQA10102-DQB10602 with pseudo-sequence HLA-DQA10102-DQB10602. The binding affinity (normalized) is 0.719.